The task is: Predict which catalyst facilitates the given reaction.. This data is from Catalyst prediction with 721,799 reactions and 888 catalyst types from USPTO. (1) Reactant: [CH2:1]([CH:8]1[CH2:10][O:9]1)[C:2]1[CH:7]=[CH:6][CH:5]=[CH:4][CH:3]=1.[N-:11]=[N+:12]=[N-:13].[Na+]. Product: [N:11]([CH2:10][CH:8]([OH:9])[CH2:1][C:2]1[CH:7]=[CH:6][CH:5]=[CH:4][CH:3]=1)=[N+:12]=[N-:13]. The catalyst class is: 18. (2) Reactant: [C:1]([C:3]1[CH:8]=[CH:7][C:6]([CH:9]2[N:14]3[CH:15]=[CH:16][N:17]=[C:13]3[NH:12][C:11]([CH3:18])=[C:10]2[C:19]([O:21][CH2:22][CH3:23])=[O:20])=[CH:5][CH:4]=1)#[N:2].[F:24][C:25]([F:36])([F:35])[C:26]1[CH:27]=[C:28](B(O)O)[CH:29]=[CH:30][CH:31]=1.N1C=CC=CC=1.C(N(CC)CC)C. Product: [C:1]([C:3]1[CH:4]=[CH:5][C:6]([CH:9]2[N:14]3[CH:15]=[CH:16][N:17]=[C:13]3[N:12]([C:30]3[CH:29]=[CH:28][CH:27]=[C:26]([C:25]([F:36])([F:35])[F:24])[CH:31]=3)[C:11]([CH3:18])=[C:10]2[C:19]([O:21][CH2:22][CH3:23])=[O:20])=[CH:7][CH:8]=1)#[N:2]. The catalyst class is: 732. (3) Reactant: [C:1]([O:5][C:6]([NH:8][C@:9]1([C:14]([O:16]CC)=[O:15])[CH2:11][C@@H:10]1[CH:12]=[CH2:13])=[O:7])([CH3:4])([CH3:3])[CH3:2].O.O1CCCC1.O.[OH-].[Li+]. Product: [C:1]([O:5][C:6]([NH:8][C@:9]1([C:14]([OH:16])=[O:15])[CH2:11][C@@H:10]1[CH:12]=[CH2:13])=[O:7])([CH3:4])([CH3:2])[CH3:3]. The catalyst class is: 13.